Dataset: Forward reaction prediction with 1.9M reactions from USPTO patents (1976-2016). Task: Predict the product of the given reaction. Given the reactants Cl.[Cl:2][C:3]1[CH:4]=[C:5]([C:10]2([C:23]([F:26])([F:25])[F:24])[O:14][N:13]=[C:12]([C:15]3[CH:16]=[C:17]([CH:20]=[CH:21][CH:22]=3)[CH2:18][NH2:19])[CH2:11]2)[CH:6]=[C:7]([Cl:9])[CH:8]=1.C(N(CC)CC)C.[C:34](Cl)(=[O:37])[CH2:35][CH3:36], predict the reaction product. The product is: [Cl:2][C:3]1[CH:4]=[C:5]([C:10]2([C:23]([F:24])([F:26])[F:25])[O:14][N:13]=[C:12]([C:15]3[CH:16]=[C:17]([CH:20]=[CH:21][CH:22]=3)[CH2:18][NH:19][C:34](=[O:37])[CH2:35][CH3:36])[CH2:11]2)[CH:6]=[C:7]([Cl:9])[CH:8]=1.